Predict the reactants needed to synthesize the given product. From a dataset of Full USPTO retrosynthesis dataset with 1.9M reactions from patents (1976-2016). (1) The reactants are: [Cl:1][C:2]1[CH:11]=[CH:10][CH:9]=[C:8]2[C:3]=1[C:4](=[O:30])[N:5]([CH2:24][CH2:25][CH2:26][CH2:27][C:28]#[N:29])[C:6]([C@@H:12]([NH:16][C:17](=[O:23])[O:18][C:19]([CH3:22])([CH3:21])[CH3:20])[CH:13]1[CH2:15][CH2:14]1)=[N:7]2.CC[OH:33].O. Given the product [NH2:29][C:28](=[O:33])[CH2:27][CH2:26][CH2:25][CH2:24][N:5]1[C:4](=[O:30])[C:3]2[C:8](=[CH:9][CH:10]=[CH:11][C:2]=2[Cl:1])[N:7]=[C:6]1[C@@H:12]([NH:16][C:17](=[O:23])[O:18][C:19]([CH3:22])([CH3:20])[CH3:21])[CH:13]1[CH2:15][CH2:14]1, predict the reactants needed to synthesize it. (2) Given the product [Br:1][C:2]1[CH:3]=[C:4]([CH:7]=[C:8]([CH:10]=[O:11])[CH:9]=1)[C:5]#[N:6], predict the reactants needed to synthesize it. The reactants are: [Br:1][C:2]1[CH:3]=[C:4]([CH:7]=[C:8]([CH2:10][OH:11])[CH:9]=1)[C:5]#[N:6].[Cr](Cl)([O-])(=O)=O.[NH+]1C=CC=CC=1. (3) Given the product [Cl:35][C:19]1[CH:20]=[C:15]([N:12]2[CH2:13][CH2:14][N:9]([C:4]3[CH:3]=[C:2]([CH3:1])[CH:7]=[C:6]([CH3:8])[N:5]=3)[CH2:10][CH2:11]2)[CH:16]=[CH:17][C:18]=1[N+:22]([O-:24])=[O:23], predict the reactants needed to synthesize it. The reactants are: [CH3:1][C:2]1[CH:7]=[C:6]([CH3:8])[N:5]=[C:4]([N:9]2[CH2:14][CH2:13][N:12]([C:15]3[CH:16]=[CH:17][C:18]([N+:22]([O-:24])=[O:23])=[C:19](N)[CH:20]=3)[CH2:11][CH2:10]2)[CH:3]=1.N([O-])=O.[Na+].C(=O)([O-])[O-].[Na+].[Na+].[ClH:35]. (4) The reactants are: Cl.[CH2:2]([NH:4][O:5][CH3:6])[CH3:3].[C:7]([C:11]1[O:12][C:13]2[C:19]([S:20](Cl)(=[O:22])=[O:21])=[C:18]([Cl:24])[CH:17]=[CH:16][C:14]=2[N:15]=1)([CH3:10])([CH3:9])[CH3:8]. Given the product [CH2:2]([N:4]([O:5][CH3:6])[S:20]([C:19]1[C:13]2[O:12][C:11]([C:7]([CH3:9])([CH3:8])[CH3:10])=[N:15][C:14]=2[CH:16]=[CH:17][C:18]=1[Cl:24])(=[O:21])=[O:22])[CH3:3], predict the reactants needed to synthesize it.